Dataset: Catalyst prediction with 721,799 reactions and 888 catalyst types from USPTO. Task: Predict which catalyst facilitates the given reaction. Reactant: Br[CH2:2][CH:3]1[O:8][C:7]2[CH:9]=[C:10]([S:13]([CH3:16])(=[O:15])=[O:14])[CH:11]=[CH:12][C:6]=2[CH2:5][O:4]1.[CH2:17]([NH2:20])[CH2:18][CH3:19]. Product: [CH3:16][S:13]([C:10]1[CH:11]=[CH:12][C:6]2[CH2:5][O:4][CH:3]([CH2:2][NH:20][CH2:17][CH2:18][CH3:19])[O:8][C:7]=2[CH:9]=1)(=[O:15])=[O:14]. The catalyst class is: 14.